From a dataset of Reaction yield outcomes from USPTO patents with 853,638 reactions. Predict the reaction yield, written as a fraction of the theoretical maximum amount of product (1.0 means a 100% yield; for example, 0.34 means a 34% yield). (1) The reactants are Br[C:2]1[C:7]([C:8]([O:10][CH2:11][CH3:12])=[O:9])=[C:6]([Cl:13])[CH:5]=[CH:4][N:3]=1.[CH2:14]([Zn]CC)[CH3:15].O.Cl. The catalyst is O1CCOCC1.Cl[Pd]Cl. The product is [Cl:13][C:6]1[CH:5]=[CH:4][N:3]=[C:2]([CH2:14][CH3:15])[C:7]=1[C:8]([O:10][CH2:11][CH3:12])=[O:9]. The yield is 0.570. (2) The reactants are [NH2:1][C:2]([NH:4][C:5]1[NH:6][C:7]([C:13]2[CH:18]=[CH:17][CH:16]=[CH:15][C:14]=2[OH:19])=[CH:8][C:9]=1[C:10]([NH2:12])=[O:11])=[O:3].C(=O)([O-])[O-].[K+].[K+].Br[CH2:27][C:28]#[N:29].O. The catalyst is CN(C)C=O. The product is [NH2:1][C:2]([NH:4][C:5]1[NH:6][C:7]([C:13]2[CH:18]=[CH:17][CH:16]=[CH:15][C:14]=2[O:19][CH2:27][C:28]#[N:29])=[CH:8][C:9]=1[C:10]([NH2:12])=[O:11])=[O:3]. The yield is 0.540. (3) The reactants are [CH3:1][NH2:2].[C:3]([O:7][C:8]([N:10]1[CH2:15][CH2:14][C:13]([C:18]2[CH:23]=[CH:22][C:21]([Cl:24])=[CH:20][CH:19]=2)([CH:16]=O)[CH2:12][CH2:11]1)=[O:9])([CH3:6])([CH3:5])[CH3:4].[BH4-].[Na+]. The catalyst is C(O)C. The product is [C:3]([O:7][C:8]([N:10]1[CH2:15][CH2:14][C:13]([C:18]2[CH:23]=[CH:22][C:21]([Cl:24])=[CH:20][CH:19]=2)([CH2:16][NH:2][CH3:1])[CH2:12][CH2:11]1)=[O:9])([CH3:6])([CH3:5])[CH3:4]. The yield is 0.680. (4) The reactants are Cl[C:2]1[CH:7]=[C:6]([N:8]2[CH:12]=[C:11]([CH3:13])[N:10]=[CH:9]2)[N:5]=[CH:4][N:3]=1.[NH3:14]. The catalyst is C(O)(C)C. The product is [CH3:13][C:11]1[N:10]=[CH:9][N:8]([C:6]2[N:5]=[CH:4][N:3]=[C:2]([NH2:14])[CH:7]=2)[CH:12]=1. The yield is 0.690. (5) The reactants are C([Li])CCC.[Cl-].[Cl:7][CH2:8][P+](C1C=CC=CC=1)(C1C=CC=CC=1)C1C=CC=CC=1.[O:28]1[C:34]2[CH:35]=[CH:36][CH:37]=[CH:38][C:33]=2[CH:32]=[CH:31][C:30](=O)[CH2:29]1. The catalyst is O1CCCC1.CCCCC. The product is [Cl:7][CH:8]=[C:30]1[CH:31]=[CH:32][C:33]2[CH:38]=[CH:37][CH:36]=[CH:35][C:34]=2[O:28][CH2:29]1. The yield is 0.520. (6) The reactants are [CH3:1][N:2]1[CH2:7][CH2:6][CH:5]([OH:8])[CH2:4][CH2:3]1.[H-].[Na+].Br[CH2:12][C:13]#[CH:14]. The catalyst is C1COCC1. The product is [CH3:1][N:2]1[CH2:7][CH2:6][CH:5]([O:8][CH2:14][C:13]#[CH:12])[CH2:4][CH2:3]1. The yield is 0.0900. (7) The reactants are [Br:1][C:2]1[CH:7]=[C:6]([N+:8]([O-])=O)[CH:5]=[C:4]([N+:11]([O-:13])=[O:12])[CH:3]=1. The catalyst is C(O)(=O)C.[Fe]. The product is [Br:1][C:2]1[CH:7]=[C:6]([CH:5]=[C:4]([N+:11]([O-:13])=[O:12])[CH:3]=1)[NH2:8]. The yield is 0.800. (8) The reactants are C1C(=O)N([Br:8])C(=O)C1.[CH3:9][O:10][C:11]1[S:15][C:14]([C:16]([O:18][CH3:19])=[O:17])=[CH:13][CH:12]=1. The catalyst is CN(C)C=O. The product is [Br:8][C:12]1[CH:13]=[C:14]([C:16]([O:18][CH3:19])=[O:17])[S:15][C:11]=1[O:10][CH3:9]. The yield is 0.750. (9) The reactants are [NH2:1][C:2]1[CH:7]=[CH:6][CH:5]=[C:4]([C:8]([OH:10])=[O:9])[N:3]=1.S(Cl)(Cl)=O.[CH2:15](O)[CH3:16]. No catalyst specified. The product is [NH2:1][C:2]1[N:3]=[C:4]([C:8]([O:10][CH2:15][CH3:16])=[O:9])[CH:5]=[CH:6][CH:7]=1. The yield is 0.760. (10) The reactants are [Br:1]N1C(=O)CCC1=O.[Br:9][C:10]1[O:14][C:13]([CH3:15])=[N:12][C:11]=1[C:16]1[CH:21]=[CH:20][C:19]([O:22][CH3:23])=[CH:18][CH:17]=1. The catalyst is C(Cl)(Cl)(Cl)Cl. The product is [Br:9][C:10]1[O:14][C:13]([CH2:15][Br:1])=[N:12][C:11]=1[C:16]1[CH:21]=[CH:20][C:19]([O:22][CH3:23])=[CH:18][CH:17]=1. The yield is 0.380.